Predict the product of the given reaction. From a dataset of Forward reaction prediction with 1.9M reactions from USPTO patents (1976-2016). (1) Given the reactants C([O-])([O-])=O.[K+].[K+].[F:7][C:8]1[CH:9]=[C:10]([OH:15])[CH:11]=[C:12]([F:14])[CH:13]=1.[CH3:16][O:17][C:18](=[O:27])/[CH:19]=[C:20](\[NH:22][C:23](=[O:26])[CH2:24]Br)/[CH3:21], predict the reaction product. The product is: [CH3:16][O:17][C:18](=[O:27])/[CH:19]=[C:20](\[NH:22][C:23](=[O:26])[CH2:24][O:15][C:10]1[CH:9]=[C:8]([F:7])[CH:13]=[C:12]([F:14])[CH:11]=1)/[CH3:21]. (2) Given the reactants [Cl:1][C:2]1[CH:3]=[C:4]2[C:9](=[CH:10][CH:11]=1)[N:8]=[C:7]([CH2:12][CH:13]([CH3:15])[CH3:14])[C:6]([C:16](OC)=[O:17])=[C:5]2[C:20]1[CH:25]=[CH:24][CH:23]=[CH:22][CH:21]=1.[H-].C([Al+]CC(C)C)C(C)C.S([O-])([O-])(=O)=O.[Na+].[Na+], predict the reaction product. The product is: [Cl:1][C:2]1[CH:3]=[C:4]2[C:9](=[CH:10][CH:11]=1)[N:8]=[C:7]([CH2:12][CH:13]([CH3:15])[CH3:14])[C:6]([CH2:16][OH:17])=[C:5]2[C:20]1[CH:25]=[CH:24][CH:23]=[CH:22][CH:21]=1.